Dataset: Forward reaction prediction with 1.9M reactions from USPTO patents (1976-2016). Task: Predict the product of the given reaction. (1) Given the reactants C(O)=O.[C:4]([N:7]([CH:17]1[CH2:22][CH2:21][N:20]([C:23]([NH:25][CH2:26][CH2:27][CH2:28][CH2:29][CH2:30][CH2:31][CH2:32][CH3:33])=[O:24])[CH2:19][CH2:18]1)[C:8]1[CH:13]=[CH:12][C:11]([CH2:14][CH2:15][NH2:16])=[CH:10][CH:9]=1)(=[O:6])[CH3:5].C([O:41][C:42]1[CH:52]=[CH:51][C:45]([O:46][CH2:47][C@@H:48]2[CH2:50][O:49]2)=[CH:44][CH:43]=1)C1C=CC=CC=1, predict the reaction product. The product is: [CH2:26]([NH:25][C:23]([N:20]1[CH2:19][CH2:18][CH:17]([N:7]([C:4](=[O:6])[CH3:5])[C:8]2[CH:13]=[CH:12][C:11]([CH2:14][CH2:15][NH:16][CH2:50][C@H:48]([OH:49])[CH2:47][O:46][C:45]3[CH:51]=[CH:52][C:42]([OH:41])=[CH:43][CH:44]=3)=[CH:10][CH:9]=2)[CH2:22][CH2:21]1)=[O:24])[CH2:27][CH2:28][CH2:29][CH2:30][CH2:31][CH2:32][CH3:33]. (2) The product is: [C:1]([O:5][C:6]([C:8]1[C:9]([C:15]2[CH:20]=[CH:19][C:18]([C:21]3([C:24]([O:26][CH2:27][CH3:28])=[O:25])[CH2:23][CH2:22]3)=[CH:17][CH:16]=2)=[CH:10][CH:11]=[C:12]([B:32]2[O:33][C:34]([CH3:36])([CH3:35])[C:30]([CH3:46])([CH3:29])[O:31]2)[CH:13]=1)=[O:7])([CH3:4])([CH3:3])[CH3:2]. Given the reactants [C:1]([O:5][C:6]([C:8]1[C:9]([C:15]2[CH:20]=[CH:19][C:18]([C:21]3([C:24]([O:26][CH2:27][CH3:28])=[O:25])[CH2:23][CH2:22]3)=[CH:17][CH:16]=2)=[CH:10][CH:11]=[C:12](Br)[CH:13]=1)=[O:7])([CH3:4])([CH3:3])[CH3:2].[CH3:29][C:30]1([CH3:46])[C:34]([CH3:36])([CH3:35])[O:33][B:32]([B:32]2[O:33][C:34]([CH3:36])([CH3:35])[C:30]([CH3:46])([CH3:29])[O:31]2)[O:31]1.C([O-])(=O)C.[K+].O, predict the reaction product. (3) Given the reactants [CH3:1][O:2][C:3](=[O:31])[C@@H:4]1[C:8]([CH3:10])([CH3:9])[C:7](=[O:11])[CH2:6][N:5]1C1C2C(C3C=CC=CC=3)C3C(=CC=CC=3)C=2C=CC=1.[C:40](O[C:40]([O:42][C:43]([CH3:46])([CH3:45])[CH3:44])=[O:41])([O:42][C:43]([CH3:46])([CH3:45])[CH3:44])=[O:41].[H][H], predict the reaction product. The product is: [CH3:1][O:2][C:3](=[O:31])[C@@H:4]1[C:8]([CH3:10])([CH3:9])[C:7](=[O:11])[CH2:6][N:5]1[C:40]([O:42][C:43]([CH3:44])([CH3:45])[CH3:46])=[O:41]. (4) Given the reactants [CH2:1]([C:5]1[N:6]=[C:7]([CH3:27])[NH:8][C:9](=[O:26])[C:10]=1[CH2:11][C:12]1[CH:17]=[CH:16][C:15]([C:18]2[C:19]([C:24]#[N:25])=[CH:20][CH:21]=[CH:22][CH:23]=2)=[CH:14][CH:13]=1)[CH2:2][CH2:3][CH3:4].[F:28][C:29]1[CH:34]=[CH:33][C:32](B(O)O)=[CH:31][C:30]=1[CH3:38].C(N(CC)CC)C.N1C=CC=CC=1, predict the reaction product. The product is: [CH2:1]([C:5]1[N:6]=[C:7]([CH3:27])[N:8]([C:32]2[CH:33]=[CH:34][C:29]([F:28])=[C:30]([CH3:38])[CH:31]=2)[C:9](=[O:26])[C:10]=1[CH2:11][C:12]1[CH:17]=[CH:16][C:15]([C:18]2[C:19]([C:24]#[N:25])=[CH:20][CH:21]=[CH:22][CH:23]=2)=[CH:14][CH:13]=1)[CH2:2][CH2:3][CH3:4]. (5) The product is: [C:18]([C:16]1[S:17][C:13]([C:9]2[CH:10]=[C:11]([Cl:12])[C:5]3[O:4][CH:3]([CH2:2][NH:1][C:46](=[O:41])/[CH:45]=[CH:47]/[C:27]4[CH:28]=[N:29][C:24]([NH2:23])=[N:25][CH:26]=4)[CH2:7][C:6]=3[CH:8]=2)=[CH:14][CH:15]=1)(=[O:20])[CH3:19]. Given the reactants [NH2:1][CH2:2][CH:3]1[CH2:7][C:6]2[CH:8]=[C:9]([C:13]3[S:17][C:16]([C:18](=[O:20])[CH3:19])=[CH:15][CH:14]=3)[CH:10]=[C:11]([Cl:12])[C:5]=2[O:4]1.CC[N:23]=[C:24]=[N:25][CH2:26][CH2:27][CH2:28][N:29](C)C.C1C=CC2N([OH:41])N=NC=2C=1.CCN(C(C)C)[CH:45]([CH3:47])[CH3:46], predict the reaction product. (6) Given the reactants [C:1]([CH2:3][CH2:4][C:5]1[CH:6]=[CH:7][C:8]2[N:9]([C:11]([C:14]([OH:16])=O)=[CH:12][N:13]=2)[CH:10]=1)#[N:2].C(Cl)(=O)C(Cl)=O.CN(C)C=O.[NH2:28][C:29]1[CH:30]=[C:31]([C:36]2[N:40]=[C:39]([CH:41]3[CH2:44][N:43]([C:45]([O:47][CH3:48])=[O:46])[CH2:42]3)[O:38][N:37]=2)[CH:32]=[CH:33][C:34]=1[CH3:35], predict the reaction product. The product is: [C:1]([CH2:3][CH2:4][C:5]1[CH:6]=[CH:7][C:8]2[N:9]([C:11]([C:14]([NH:28][C:29]3[CH:30]=[C:31]([C:36]4[N:40]=[C:39]([CH:41]5[CH2:44][N:43]([C:45]([O:47][CH3:48])=[O:46])[CH2:42]5)[O:38][N:37]=4)[CH:32]=[CH:33][C:34]=3[CH3:35])=[O:16])=[CH:12][N:13]=2)[CH:10]=1)#[N:2]. (7) Given the reactants [CH3:1][CH:2]([CH2:4][N:5]([S:29]([C:32]1[CH:33]=[CH:34][C:35]([NH2:38])=[CH:36][CH:37]=1)(=[O:31])=[O:30])[CH2:6][C@@H:7]([OH:28])[C@@H:8]([NH:16][C:17]([O:19][C@@H:20]1[C@@H:24]2[CH2:25][CH2:26][O:27][C@@H:23]2[O:22][CH2:21]1)=[O:18])[CH2:9][C:10]1[CH:11]=[CH:12][CH:13]=[CH:14][CH:15]=1)[CH3:3].[CH3:39][CH:40]([C:42]1[S:46][CH:45]=[C:44]([CH2:47][N:48]([C:50]([NH:52][C@H:53]([C:57]([NH:59][C@H:60]([CH2:68][C@H:69]([OH:88])[C@@H:70]([NH:78][C:79]([O:81][CH2:82][C:83]2[S:87][CH:86]=[N:85][CH:84]=2)=[O:80])[CH2:71][C:72]2[CH:73]=[CH:74][CH:75]=[CH:76][CH:77]=2)[CH2:61][C:62]2[CH:63]=[CH:64][CH:65]=[CH:66][CH:67]=2)=[O:58])[CH:54]([CH3:56])[CH3:55])=[O:51])[CH3:49])[N:43]=1)[CH3:41].[Si](=O)=O.C(OCCCCCCCCCCCCCCCCCC)(=O)/C=C/C([O-])=O.[Na+], predict the reaction product. The product is: [CH3:3][CH:2]([CH2:4][N:5]([S:29]([C:32]1[CH:37]=[CH:36][C:35]([NH2:38])=[CH:34][CH:33]=1)(=[O:31])=[O:30])[CH2:6][C@@H:7]([OH:28])[C@@H:8]([NH:16][C:17]([O:19][C@@H:20]1[C@@H:24]2[CH2:25][CH2:26][O:27][C@@H:23]2[O:22][CH2:21]1)=[O:18])[CH2:9][C:10]1[CH:15]=[CH:14][CH:13]=[CH:12][CH:11]=1)[CH3:1].[CH3:41][CH:40]([C:42]1[S:46][CH:45]=[C:44]([CH2:47][N:48]([C:50]([NH:52][C@H:53]([C:57]([NH:59][C@H:60]([CH2:68][C@H:69]([OH:88])[C@@H:70]([NH:78][C:79]([O:81][CH2:82][C:83]2[S:87][CH:86]=[N:85][CH:84]=2)=[O:80])[CH2:71][C:72]2[CH:73]=[CH:74][CH:75]=[CH:76][CH:77]=2)[CH2:61][C:62]2[CH:63]=[CH:64][CH:65]=[CH:66][CH:67]=2)=[O:58])[CH:54]([CH3:55])[CH3:56])=[O:51])[CH3:49])[N:43]=1)[CH3:39]. (8) Given the reactants [OH-].[Na+].C([O:5][C:6](=[O:32])[CH:7]([NH2:31])[CH2:8][C:9]1[C:17]2[C:12](=[CH:13][CH:14]=[C:15]([C:18]3[CH:23]=[CH:22][C:21]([O:24][C:25]4[CH:30]=[CH:29][CH:28]=[CH:27][CH:26]=4)=[CH:20][CH:19]=3)[CH:16]=2)[NH:11][CH:10]=1)C, predict the reaction product. The product is: [NH2:31][CH:7]([CH2:8][C:9]1[C:17]2[C:12](=[CH:13][CH:14]=[C:15]([C:18]3[CH:23]=[CH:22][C:21]([O:24][C:25]4[CH:30]=[CH:29][CH:28]=[CH:27][CH:26]=4)=[CH:20][CH:19]=3)[CH:16]=2)[NH:11][CH:10]=1)[C:6]([OH:32])=[O:5]. (9) The product is: [CH3:17][NH:18][CH2:19][CH2:20][CH2:21][O:15][N:14]=[C:1]([C:8]1[CH:9]=[CH:10][CH:11]=[CH:12][CH:13]=1)[C:2]1[CH:7]=[CH:6][CH:5]=[CH:4][CH:3]=1. Given the reactants [C:1](=[N:14][OH:15])([C:8]1[CH:13]=[CH:12][CH:11]=[CH:10][CH:9]=1)[C:2]1[CH:7]=[CH:6][CH:5]=[CH:4][CH:3]=1.Cl.[CH3:17][NH:18][CH2:19][CH2:20][CH2:21]Cl, predict the reaction product. (10) Given the reactants [NH2:1][C:2]1[N:7]=[C:6]([Cl:8])[CH:5]=[C:4]([NH2:9])[N:3]=1.[CH:10]1([N+:16]#[C-:17])[CH2:15][CH2:14][CH2:13][CH2:12][CH2:11]1.[CH:18](=O)[C:19]1[O:23][CH:22]=[CH:21][CH:20]=1.[C:25](Cl)(=[O:27])[CH3:26], predict the reaction product. The product is: [Cl-:8].[C:25]([N+:1]1[C:18]([C:19]2[O:23][CH:22]=[CH:21][CH:20]=2)=[C:17]([NH:16][CH:10]2[CH2:15][CH2:14][CH2:13][CH2:12][CH2:11]2)[N:3]2[C:4]([NH2:9])=[CH:5][C:6]([Cl:8])=[N:7][C:2]=12)(=[O:27])[CH3:26].